From a dataset of Reaction yield outcomes from USPTO patents with 853,638 reactions. Predict the reaction yield, written as a fraction of the theoretical maximum amount of product (1.0 means a 100% yield; for example, 0.34 means a 34% yield). (1) The reactants are CC([O-])(C)C.[K+].[F:7][C:8]1[CH:13]=[C:12]([N:14]2[CH2:18][C:17](F)([F:19])[C:16](F)([F:21])[CH2:15]2)[CH:11]=[CH:10][C:9]=1[N:23]1[CH:28]=[C:27]([O:29][CH3:30])[C:26](=[O:31])[C:25]([C:32]2[N:36]([C:37]3[CH:42]=[CH:41][CH:40]=[CH:39][CH:38]=3)[N:35]=[CH:34][CH:33]=2)=[N:24]1.O. The catalyst is CS(C)=O. The product is [F:21][C:16]1[C:17]([F:19])=[CH:18][N:14]([C:12]2[CH:11]=[CH:10][C:9]([N:23]3[CH:28]=[C:27]([O:29][CH3:30])[C:26](=[O:31])[C:25]([C:32]4[N:36]([C:37]5[CH:42]=[CH:41][CH:40]=[CH:39][CH:38]=5)[N:35]=[CH:34][CH:33]=4)=[N:24]3)=[C:8]([F:7])[CH:13]=2)[CH:15]=1. The yield is 0.320. (2) The reactants are [CH:1]1([OH:6])[CH2:5][CH2:4][CH2:3][CH2:2]1.[H-].[Na+].Cl[C:10]1[N:18]=[C:17]([Cl:19])[CH:16]=[CH:15][C:11]=1[C:12]([NH2:14])=[O:13]. The catalyst is CN(C=O)C. The product is [Cl:19][C:17]1[CH:16]=[CH:15][C:11]([C:12]([NH2:14])=[O:13])=[C:10]([O:6][CH:1]2[CH2:5][CH2:4][CH2:3][CH2:2]2)[N:18]=1. The yield is 0.510. (3) The product is [F:11][C:12]1[CH:17]=[CH:16][C:15]([C:18]2[C:22]([C:23]3[CH:28]=[CH:27][N:26]=[C:25]([NH:29][CH:30]([CH3:32])[CH3:31])[N:24]=3)=[CH:21][N:20]([CH2:9][CH:8]([CH3:10])[CH3:1])[N:19]=2)=[CH:14][CH:13]=1. The yield is 0.400. The reactants are [C:1]([O-])([O-])=O.[Cs+].[Cs+].I[CH:8]([CH3:10])[CH3:9].[F:11][C:12]1[CH:17]=[CH:16][C:15]([C:18]2[C:22]([C:23]3[CH:28]=[CH:27][N:26]=[C:25]([NH:29][CH:30]([CH3:32])[CH3:31])[N:24]=3)=[CH:21][NH:20][N:19]=2)=[CH:14][CH:13]=1. The catalyst is CN(C)C=O. (4) The reactants are [CH3:1][O:2][C:3]1[CH:8]=[C:7]([O:9][CH3:10])[CH:6]=[CH:5][C:4]=1[CH2:11][N:12]([CH2:14][C:15]1[C:19]([F:20])=[C:18]([C:21]2[C:22]([F:27])=[N:23][CH:24]=[CH:25][CH:26]=2)[NH:17][CH:16]=1)[CH3:13].[H-].[Na+].C1OCCOCCOCCOCCOC1.[C:45]1([S:51](Cl)(=[O:53])=[O:52])[CH:50]=[CH:49][CH:48]=[CH:47][CH:46]=1.[Cl-].[NH4+]. The catalyst is O1CCCC1.O. The product is [CH3:1][O:2][C:3]1[CH:8]=[C:7]([O:9][CH3:10])[CH:6]=[CH:5][C:4]=1[CH2:11][N:12]([CH2:14][C:15]1[C:19]([F:20])=[C:18]([C:21]2[C:22]([F:27])=[N:23][CH:24]=[CH:25][CH:26]=2)[N:17]([S:51]([C:45]2[CH:50]=[CH:49][CH:48]=[CH:47][CH:46]=2)(=[O:53])=[O:52])[CH:16]=1)[CH3:13]. The yield is 0.720. (5) The reactants are [CH3:1][O-:2].[Na+].Cl[C:5]1[N:6]=[CH:7][C:8]([N:11]2[C:15]([C:16]3[CH:21]=[CH:20][CH:19]=[CH:18][N:17]=3)=[CH:14][C:13]([C:22]([O:24]C)=[O:23])=[N:12]2)=[N:9][CH:10]=1.O.Cl. The catalyst is CO.C(Cl)(Cl)Cl. The product is [CH3:1][O:2][C:5]1[N:6]=[CH:7][C:8]([N:11]2[C:15]([C:16]3[CH:21]=[CH:20][CH:19]=[CH:18][N:17]=3)=[CH:14][C:13]([C:22]([OH:24])=[O:23])=[N:12]2)=[N:9][CH:10]=1. The yield is 0.990. (6) The reactants are [Br:1][C:2]1[CH:3]=[CH:4][C:5]([F:23])=[C:6]([CH:22]=1)[C:7]([CH:9]1[CH2:14][CH2:13][N:12]([C:15]([O:17][C:18]([CH3:21])([CH3:20])[CH3:19])=[O:16])[CH2:11][CH2:10]1)=O.Cl.[NH2:25][OH:26].C(O)(C)C.O.[OH-].[K+]. The catalyst is O. The product is [Br:1][C:2]1[CH:3]=[CH:4][C:5]([F:23])=[C:6](/[C:7](=[N:25]\[OH:26])/[CH:9]2[CH2:14][CH2:13][N:12]([C:15]([O:17][C:18]([CH3:21])([CH3:20])[CH3:19])=[O:16])[CH2:11][CH2:10]2)[CH:22]=1. The yield is 0.600. (7) The reactants are Br[CH2:2][C:3](=O)[C:4]([O:6][CH2:7][CH3:8])=[O:5].[C:10]([CH2:12][C:13](=[S:15])[NH2:14])#[N:11]. The catalyst is CN(C)C=O. The product is [C:10]([CH2:12][C:13]1[S:15][CH:2]=[C:3]([C:4]([O:6][CH2:7][CH3:8])=[O:5])[N:14]=1)#[N:11]. The yield is 0.260. (8) The reactants are [NH2:1][C:2]1[CH:3]=[C:4]([CH:17]=[CH:18][CH:19]=1)[C:5]([C:7]1[CH:15]=[C:14]2[C:10]([CH2:11][C:12](=[O:16])[NH:13]2)=[CH:9][CH:8]=1)=O.C(O)(C(F)(F)F)=O.C([SiH](CC)CC)C. No catalyst specified. The product is [NH2:1][C:2]1[CH:3]=[C:4]([CH:17]=[CH:18][CH:19]=1)[CH2:5][C:7]1[CH:15]=[C:14]2[C:10]([CH2:11][C:12](=[O:16])[NH:13]2)=[CH:9][CH:8]=1. The yield is 0.750.